Dataset: Reaction yield outcomes from USPTO patents with 853,638 reactions. Task: Predict the reaction yield, written as a fraction of the theoretical maximum amount of product (1.0 means a 100% yield; for example, 0.34 means a 34% yield). (1) The reactants are [NH2:1][C:2]1[CH:7]=[C:6]([C:8](=[O:10])[NH2:9])[N:5]=[C:4]([C:11]2[CH2:12][CH2:13][N:14]([C:17]([O:19][C:20]([CH3:23])([CH3:22])[CH3:21])=[O:18])[CH2:15][CH:16]=2)[CH:3]=1. The catalyst is CO.[Pd]. The product is [NH2:1][C:2]1[CH:7]=[C:6]([C:8](=[O:10])[NH2:9])[N:5]=[C:4]([CH:11]2[CH2:16][CH2:15][N:14]([C:17]([O:19][C:20]([CH3:23])([CH3:22])[CH3:21])=[O:18])[CH2:13][CH2:12]2)[CH:3]=1. The yield is 0.910. (2) The reactants are [NH2:1][C:2]1[CH:7]=[CH:6][C:5]([F:8])=[CH:4][C:3]=1[S:9]([NH2:12])(=[O:11])=[O:10].[F:13][C:14]1[C:19]([F:20])=[CH:18][CH:17]=[CH:16][C:15]=1[S:21](Cl)(=[O:23])=[O:22]. The catalyst is N1C=CC=CC=1. The product is [F:13][C:14]1[C:19]([F:20])=[CH:18][CH:17]=[CH:16][C:15]=1[S:21]([NH:1][C:2]1[CH:7]=[CH:6][C:5]([F:8])=[CH:4][C:3]=1[S:9](=[O:11])(=[O:10])[NH2:12])(=[O:23])=[O:22]. The yield is 0.460. (3) The reactants are [CH:1]1[C:10]2[CH2:9][CH2:8][CH2:7][CH2:6][C:5]=2[CH:4]=[CH:3][C:2]=1[C:11]1[N:15]([CH2:16][O:17][CH2:18][CH2:19][Si:20]([CH3:23])([CH3:22])[CH3:21])[CH:14]=[N:13][CH:12]=1.[Li]CCCC.CN([CH:32]=[O:33])C. No catalyst specified. The product is [CH:1]1[C:10]2[CH2:9][CH2:8][CH2:7][CH2:6][C:5]=2[CH:4]=[CH:3][C:2]=1[C:11]1[N:15]([CH2:16][O:17][CH2:18][CH2:19][Si:20]([CH3:23])([CH3:22])[CH3:21])[C:14]([CH:32]=[O:33])=[N:13][CH:12]=1. The yield is 0.570.